This data is from Peptide-MHC class I binding affinity with 185,985 pairs from IEDB/IMGT. The task is: Regression. Given a peptide amino acid sequence and an MHC pseudo amino acid sequence, predict their binding affinity value. This is MHC class I binding data. (1) The peptide sequence is QAFEAGIDF. The MHC is HLA-A03:01 with pseudo-sequence HLA-A03:01. The binding affinity (normalized) is 0.0847. (2) The peptide sequence is FRRVAHSSL. The MHC is HLA-A02:01 with pseudo-sequence HLA-A02:01. The binding affinity (normalized) is 0.0847.